Dataset: TCR-epitope binding with 47,182 pairs between 192 epitopes and 23,139 TCRs. Task: Binary Classification. Given a T-cell receptor sequence (or CDR3 region) and an epitope sequence, predict whether binding occurs between them. (1) The epitope is KAFSPEVIPMF. The TCR CDR3 sequence is CASSTRGTVYGYTF. Result: 0 (the TCR does not bind to the epitope). (2) The epitope is YEGNSPFHPL. The TCR CDR3 sequence is CASSPPGTGNEQYF. Result: 1 (the TCR binds to the epitope). (3) The epitope is ELAGIGILTV. The TCR CDR3 sequence is CASSFNGNSPLHF. Result: 1 (the TCR binds to the epitope). (4) Result: 1 (the TCR binds to the epitope). The epitope is VTEHDTLLY. The TCR CDR3 sequence is CASSKENNNRPYEQYF. (5) The epitope is NLVPMVATV. The TCR CDR3 sequence is CATSSRDTSSDEQFF. Result: 0 (the TCR does not bind to the epitope). (6) The epitope is YLDAYNMMI. The TCR CDR3 sequence is CASSLGLSGAYNEQFF. Result: 0 (the TCR does not bind to the epitope). (7) The epitope is YLKLTDNVYIK. The TCR CDR3 sequence is CASTPLRGTEAFF. Result: 0 (the TCR does not bind to the epitope).